This data is from Full USPTO retrosynthesis dataset with 1.9M reactions from patents (1976-2016). The task is: Predict the reactants needed to synthesize the given product. (1) Given the product [CH2:14]([O:21][C:2]1[C:7]2[NH:8][CH:9]=[N:10][C:6]=2[CH:5]=[C:4]([Cl:11])[N:3]=1)[C:15]1[CH:20]=[CH:19][CH:18]=[CH:17][CH:16]=1, predict the reactants needed to synthesize it. The reactants are: Cl[C:2]1[C:7]2[NH:8][CH:9]=[N:10][C:6]=2[CH:5]=[C:4]([Cl:11])[N:3]=1.[OH-].[Na+].[CH2:14]([OH:21])[C:15]1[CH:20]=[CH:19][CH:18]=[CH:17][CH:16]=1. (2) Given the product [NH2:1][C:2]1[N:6]([C:7]2[CH:16]=[CH:15][C:10]3[NH:11][C:12]([CH3:14])=[N:13][C:9]=3[CH:8]=2)[N:5]=[CH:4][C:3]=1[C:17]([C:19]1[NH:20][C:21]2[C:26]([C:27]=1[F:28])=[CH:25][CH:24]=[CH:23][CH:22]=2)=[O:18], predict the reactants needed to synthesize it. The reactants are: [NH2:1][C:2]1[N:6]([C:7]2[CH:16]=[CH:15][C:10]3[NH:11][C:12]([CH3:14])=[N:13][C:9]=3[CH:8]=2)[N:5]=[CH:4][C:3]=1[C:17]([C:19]1[N:20](S(C2C=CC(C)=CC=2)(=O)=O)[C:21]2[C:26]([C:27]=1[F:28])=[CH:25][CH:24]=[CH:23][CH:22]=2)=[O:18].[OH-].[Na+]. (3) Given the product [F:1][C:2]1[CH:7]=[CH:6][C:5]([N:8]2[C:16]3[C:11](=[CH:12][C:13]([O:17][S:20]([C:19]([F:32])([F:31])[F:18])(=[O:22])=[O:21])=[CH:14][CH:15]=3)[CH:10]=[CH:9]2)=[CH:4][CH:3]=1, predict the reactants needed to synthesize it. The reactants are: [F:1][C:2]1[CH:7]=[CH:6][C:5]([N:8]2[C:16]3[C:11](=[CH:12][C:13]([OH:17])=[CH:14][CH:15]=3)[CH:10]=[CH:9]2)=[CH:4][CH:3]=1.[F:18][C:19]([F:32])([F:31])[S:20](O[S:20]([C:19]([F:32])([F:31])[F:18])(=[O:22])=[O:21])(=[O:22])=[O:21]. (4) Given the product [CH3:1][C:2]1[N:12]=[C:11]2[N:6]([CH2:7][CH2:8][CH2:9][CH:10]2[OH:13])[C:4](=[O:5])[C:3]=1[CH2:14][CH2:15][N:16]1[CH2:21][CH2:20][CH:19]([C:22]2[C:23]3[CH:24]=[CH:25][C:26]([F:31])=[CH:27][C:28]=3[O:29][N:30]=2)[CH2:18][CH2:17]1.[BrH:32], predict the reactants needed to synthesize it. The reactants are: [CH3:1][C:2]1[N:12]=[C:11]2[N:6]([CH2:7][CH2:8][CH2:9][CH:10]2[OH:13])[C:4](=[O:5])[C:3]=1[CH2:14][CH2:15][N:16]1[CH2:21][CH2:20][CH:19]([C:22]2[C:23]3[CH:24]=[CH:25][C:26]([F:31])=[CH:27][C:28]=3[O:29][N:30]=2)[CH2:18][CH2:17]1.[BrH:32]. (5) Given the product [C:1]1([C:21]2[CH:22]=[CH:23][CH:24]=[CH:25][CH:26]=2)[CH:2]=[CH:3][C:4]([CH2:7][CH:8]([NH:13][C:14]([O:16][C:17]([CH3:20])([CH3:18])[CH3:19])=[O:15])[CH2:9][C:10]([O:12][C:28]([CH3:30])([CH3:29])[CH3:27])=[O:11])=[CH:5][CH:6]=1, predict the reactants needed to synthesize it. The reactants are: [C:1]1([C:21]2[CH:26]=[CH:25][CH:24]=[CH:23][CH:22]=2)[CH:6]=[CH:5][C:4]([CH2:7][CH:8]([NH:13][C:14]([O:16][C:17]([CH3:20])([CH3:19])[CH3:18])=[O:15])[CH2:9][C:10]([OH:12])=[O:11])=[CH:3][CH:2]=1.[CH3:27][C:28](O)([CH3:30])[CH3:29].CCN=C=NCCCN(C)C. (6) The reactants are: Br[C:2]1[CH:3]=[N:4][N:5]2[CH:10]=[CH:9][C:8]([NH:11][CH2:12][C@@H:13]3[CH2:17][CH2:16][CH2:15][N:14]3[C:18]([O:20][C:21]([CH3:24])([CH3:23])[CH3:22])=[O:19])=[N:7][C:6]=12.[NH2:25][CH2:26][C:27]1[CH:32]=[CH:31][C:30](B(O)O)=[CH:29][CH:28]=1. Given the product [NH2:25][CH2:26][C:27]1[CH:32]=[CH:31][C:30]([C:2]2[CH:3]=[N:4][N:5]3[CH:10]=[CH:9][C:8]([NH:11][CH2:12][C@@H:13]4[CH2:17][CH2:16][CH2:15][N:14]4[C:18]([O:20][C:21]([CH3:24])([CH3:23])[CH3:22])=[O:19])=[N:7][C:6]=23)=[CH:29][CH:28]=1, predict the reactants needed to synthesize it. (7) The reactants are: [H-].[Na+].[N:3]1([CH2:8][CH2:9][OH:10])[CH:7]=[CH:6][N:5]=[CH:4]1.[C:11]([OH:14])(=[O:13])[CH3:12].[C:15](=O)(O)[O-].[Na+].O1[CH2:24][CH2:23][CH2:22]C1. Given the product [N:3]1([CH2:8][CH2:9][O:10][CH2:12][C:11]([O:14][C:23]([CH3:22])([CH3:24])[CH3:15])=[O:13])[CH:7]=[CH:6][N:5]=[CH:4]1, predict the reactants needed to synthesize it. (8) Given the product [CH2:14]([C@:11]1([CH2:12][OH:13])[O:10][C@@H:9]([N:16]2[CH:24]=[C:22]([CH3:23])[C:20](=[O:21])[NH:19][C:17]2=[O:18])[CH2:8][C@@H:7]1[OH:6])[CH:15]=[CH2:27], predict the reactants needed to synthesize it. The reactants are: C([Si](C)(C)[O:6][C@H:7]1[C@:11]([C:14]#[CH:15])([CH2:12][OH:13])[O:10][C@@H:9]([N:16]2[CH:24]=[C:22]([CH3:23])[C:20](=[O:21])[NH:19][C:17]2=[O:18])[CH2:8]1)(C)(C)C.[CH3:27]O. (9) Given the product [Cl:14][CH2:15][C:16]([N:11]1[CH2:10][CH2:9][CH:8]([C:6]([NH:5][C:2]([CH3:1])([CH3:3])[CH3:4])=[O:7])[CH2:13][CH2:12]1)=[O:17], predict the reactants needed to synthesize it. The reactants are: [CH3:1][C:2]([NH:5][C:6]([CH:8]1[CH2:13][CH2:12][NH:11][CH2:10][CH2:9]1)=[O:7])([CH3:4])[CH3:3].[Cl:14][CH2:15][C:16](Cl)=[O:17].C(=O)([O-])[O-].[K+].[K+]. (10) Given the product [Br:1][C:2]1[CH:7]=[C:6]([CH3:8])[C:5]([N:9]2[C:13]3[N:14]=[C:15]([CH3:19])[N:16]=[C:17]([N:28]4[CH2:29][CH2:30][CH:25]([CH2:24][CH2:23][OH:22])[CH2:26][CH2:27]4)[C:12]=3[C:11]([CH3:20])=[CH:10]2)=[C:4]([CH3:21])[CH:3]=1, predict the reactants needed to synthesize it. The reactants are: [Br:1][C:2]1[CH:7]=[C:6]([CH3:8])[C:5]([N:9]2[C:13]3[N:14]=[C:15]([CH3:19])[N:16]=[C:17](Cl)[C:12]=3[C:11]([CH3:20])=[CH:10]2)=[C:4]([CH3:21])[CH:3]=1.[OH:22][CH2:23][CH2:24][CH:25]1[CH2:30][CH2:29][NH:28][CH2:27][CH2:26]1.C(N(CC)C(C)C)(C)C.C(=O)([O-])O.[Na+].